Task: Predict the product of the given reaction.. Dataset: Forward reaction prediction with 1.9M reactions from USPTO patents (1976-2016) (1) Given the reactants [NH2:1][C:2]1[N:3]=[CH:4][C:5]2[CH2:11][N:10]([C:12]3[CH:13]=[C:14]([CH:18]=[CH:19][CH:20]=3)[C:15](O)=[O:16])[CH2:9][CH2:8][C:6]=2[N:7]=1.C(N1C=CN=C1)(N1C=CN=C1)=O.[F:33][C:34]1[CH:40]=[CH:39][C:37]([NH2:38])=[CH:36][C:35]=1[C:41]([F:44])([F:43])[F:42].O, predict the reaction product. The product is: [NH2:1][C:2]1[N:3]=[CH:4][C:5]2[CH2:11][N:10]([C:12]3[CH:13]=[C:14]([CH:18]=[CH:19][CH:20]=3)[C:15]([NH:38][C:37]3[CH:39]=[CH:40][C:34]([F:33])=[C:35]([C:41]([F:44])([F:42])[F:43])[CH:36]=3)=[O:16])[CH2:9][CH2:8][C:6]=2[N:7]=1. (2) Given the reactants Cl[C:2]1[C:11]2=[N:12][N:13](CC3C=CC(OC)=CC=3)[CH:14]=[C:10]2[C:9]2[CH:8]=[CH:7][CH:6]=[CH:5][C:4]=2[N:3]=1.[CH3:24][N:25]1[C:33]2[C:28](=[CH:29][CH:30]=[C:31]([NH2:34])[CH:32]=2)[CH:27]=[N:26]1.Cl, predict the reaction product. The product is: [CH3:24][N:25]1[C:33]2[C:28](=[CH:29][CH:30]=[C:31]([NH:34][C:2]3[C:11]4=[N:12][NH:13][CH:14]=[C:10]4[C:9]4[CH:8]=[CH:7][CH:6]=[CH:5][C:4]=4[N:3]=3)[CH:32]=2)[CH:27]=[N:26]1. (3) Given the reactants [Cl:1][C:2]1[CH:3]=[C:4]([C@@H:8]2[C@@H:13]([C:14]3[CH:19]=[CH:18][C:17]([Cl:20])=[CH:16][CH:15]=3)[N:12]([C@@H:21]([CH2:26][CH3:27])[CH:22]=[CH:23][C:24]#[N:25])[C:11](=[O:28])[C@@H:10]([CH2:29][C:30]([O:32][C:33]([CH3:36])([CH3:35])[CH3:34])=[O:31])[CH2:9]2)[CH:5]=[CH:6][CH:7]=1.[H][H], predict the reaction product. The product is: [Cl:1][C:2]1[CH:3]=[C:4]([C@@H:8]2[C@@H:13]([C:14]3[CH:19]=[CH:18][C:17]([Cl:20])=[CH:16][CH:15]=3)[N:12]([C@@H:21]([CH2:26][CH3:27])[CH2:22][CH2:23][C:24]#[N:25])[C:11](=[O:28])[C@@H:10]([CH2:29][C:30]([O:32][C:33]([CH3:34])([CH3:36])[CH3:35])=[O:31])[CH2:9]2)[CH:5]=[CH:6][CH:7]=1. (4) Given the reactants [C:1]([N:5]1[C:13]2[CH2:12][CH2:11][CH:10]([C:14]([O:16]C)=[O:15])[CH2:9][C:8]=2[C:7]([C:18]2[CH:23]=[CH:22][N:21]=[CH:20][CH:19]=2)=[N:6]1)([CH3:4])([CH3:3])[CH3:2].[Li+].[OH-], predict the reaction product. The product is: [C:1]([N:5]1[C:13]2[CH2:12][CH2:11][CH:10]([C:14]([OH:16])=[O:15])[CH2:9][C:8]=2[C:7]([C:18]2[CH:23]=[CH:22][N:21]=[CH:20][CH:19]=2)=[N:6]1)([CH3:4])([CH3:2])[CH3:3]. (5) Given the reactants [CH2:1]([NH:3][C:4]1[N:12]=[C:11]([C:13]([F:16])([F:15])[F:14])[CH:10]=[CH:9][C:5]=1[C:6]([OH:8])=O)[CH3:2].CCN=C=NCCCN(C)C.C1C=CC2N(O)N=NC=2C=1.CCN(C(C)C)C(C)C.[CH3:47][C:48]([NH2:52])([C:50]#[CH:51])[CH3:49], predict the reaction product. The product is: [CH2:1]([NH:3][C:4]1[N:12]=[C:11]([C:13]([F:16])([F:15])[F:14])[CH:10]=[CH:9][C:5]=1[C:6]([NH:52][C:48]([CH3:49])([C:50]#[CH:51])[CH3:47])=[O:8])[CH3:2]. (6) Given the reactants Br[C:2]1[CH:3]=[CH:4][C:5]2[C:11]3[N:12]=[C:13]([N:15]4[C:19]([CH3:21])([CH3:20])[CH2:18][O:17][C:16]4=[O:22])[S:14][C:10]=3[CH2:9][CH2:8][O:7][C:6]=2[CH:23]=1.[CH3:24][C:25]([OH:42])([CH3:41])[CH2:26][N:27]1[CH:31]=[C:30](B2OC(C)(C)C(C)(C)O2)[CH:29]=[N:28]1, predict the reaction product. The product is: [OH:42][C:25]([CH3:41])([CH3:24])[CH2:26][N:27]1[CH:31]=[C:30]([C:2]2[CH:3]=[CH:4][C:5]3[C:11]4[N:12]=[C:13]([N:15]5[C:19]([CH3:20])([CH3:21])[CH2:18][O:17][C:16]5=[O:22])[S:14][C:10]=4[CH2:9][CH2:8][O:7][C:6]=3[CH:23]=2)[CH:29]=[N:28]1. (7) Given the reactants [Cl:1][C:2]1[CH:3]=[C:4]([N:9]2[C:13](C)=[N:12][C:11](O)=[N:10]2)[CH:5]=[CH:6][C:7]=1[Cl:8].[C:16](=[O:19])([O-])[O-].[K+].[K+].Cl.ClCC[CH:26]1[CH2:31][CH2:30][NH:29][CH2:28][CH2:27]1.[CH3:32]O, predict the reaction product. The product is: [Cl:1][C:2]1[CH:3]=[C:4]([N:9]2[CH:13]([O:19][CH2:16][N:29]3[CH2:30][CH2:31][CH2:26][CH2:27][CH2:28]3)[N:12]=[C:11]([CH3:32])[NH:10]2)[CH:5]=[CH:6][C:7]=1[Cl:8]. (8) Given the reactants [CH3:1][C:2]([C:4]1[CH:5]=[CH:6][CH:7]=[C:8]([OH:10])[CH:9]=1)=[O:3].C(=O)([O-])[O-].[K+].[K+].[CH2:17](Br)[C:18]1[CH:23]=[CH:22][CH:21]=[CH:20][CH:19]=1, predict the reaction product. The product is: [CH3:1][C:2]([C:4]1[CH:5]=[CH:6][CH:7]=[C:8]([O:10][CH2:17][C:18]2[CH:23]=[CH:22][CH:21]=[CH:20][CH:19]=2)[CH:9]=1)=[O:3]. (9) The product is: [C:27]([N:26]1[C:22]([CH2:19][CH2:20][CH3:21])=[CH:23][C:24]([CH2:31][NH:18][CH2:17][CH2:16][N:13]2[CH2:12][CH2:11][N:10]([C:7]3[CH:6]=[CH:5][C:4]([N+:1]([O-:3])=[O:2])=[CH:9][CH:8]=3)[CH2:15][CH2:14]2)=[N:25]1)([CH3:30])([CH3:29])[CH3:28]. Given the reactants [N+:1]([C:4]1[CH:9]=[CH:8][C:7]([N:10]2[CH2:15][CH2:14][N:13]([CH2:16][CH2:17][NH2:18])[CH2:12][CH2:11]2)=[CH:6][CH:5]=1)([O-:3])=[O:2].[CH2:19]([C:22]1[N:26]([C:27]([CH3:30])([CH3:29])[CH3:28])[N:25]=[C:24]([CH:31]=O)[CH:23]=1)[CH2:20][CH3:21], predict the reaction product. (10) The product is: [C:13]([O:17][C:18]([N:20]1[CH2:24][CH2:23][CH2:22][C@@H:21]1[C:25](=[O:26])[NH:1][CH:4]1[CH2:5][C:6](=[O:12])[O:7][CH:8]1[O:9][CH2:10][CH3:11])=[O:19])([CH3:16])([CH3:15])[CH3:14]. Given the reactants [N:1]([CH:4]1[CH:8]([O:9][CH2:10][CH3:11])[O:7][C:6](=[O:12])[CH2:5]1)=[N+]=[N-].[C:13]([O:17][C:18]([N:20]1[CH2:24][CH2:23][CH2:22][C@H:21]1[C:25](O)=[O:26])=[O:19])([CH3:16])([CH3:15])[CH3:14].C(N(C(C)C)CC)(C)C.C(Cl)CCl.C1C=CC2N(O)N=NC=2C=1, predict the reaction product.